This data is from Forward reaction prediction with 1.9M reactions from USPTO patents (1976-2016). The task is: Predict the product of the given reaction. (1) Given the reactants [CH2:1]([NH2:4])[CH:2]=[CH2:3].C([O-])([O-])=O.[K+].[K+].CCOC(C)=O.Cl[C:18]([O:20][CH2:21][C:22]1[CH:27]=[CH:26][CH:25]=[CH:24][CH:23]=1)=[O:19], predict the reaction product. The product is: [CH2:1]([NH:4][C:18](=[O:19])[O:20][CH2:21][C:22]1[CH:27]=[CH:26][CH:25]=[CH:24][CH:23]=1)[CH:2]=[CH2:3]. (2) Given the reactants [CH2:1]([Al](CC(C)C)CC(C)C)[CH:2](C)[CH3:3].C=CC.[CH2:17]=[CH:18][CH2:19][CH2:20][CH2:21][CH3:22], predict the reaction product. The product is: [CH2:1]=[CH:2][CH3:3].[CH2:17]=[CH:18][CH2:19][CH2:20][CH2:21][CH3:22]. (3) Given the reactants [N:1]1[CH:6]=[CH:5][CH:4]=[CH:3][C:2]=1[CH:7]=O.[NH2:9][CH2:10][CH2:11][N:12]([CH2:16][CH2:17][NH2:18])[CH2:13][CH2:14][NH2:15], predict the reaction product. The product is: [NH2:9][CH2:10][CH2:11][N:12]([CH2:16][CH2:17][NH2:18])[CH2:13][CH2:14][NH:15][CH2:7][C:2]1[CH:3]=[CH:4][CH:5]=[CH:6][N:1]=1. (4) Given the reactants [Cl:1][C:2]1[CH:3]=[C:4](B2OC(C)(C)C(C)(C)O2)[CH:5]=[C:6]([Cl:9])[C:7]=1[F:8].Br[C:20]([C:22]([F:25])([F:24])[F:23])=[CH2:21].C([O-])([O-])=O.[Cs+].[Cs+], predict the reaction product. The product is: [Cl:9][C:6]1[CH:5]=[C:4]([C:20]([C:22]([F:25])([F:24])[F:23])=[CH2:21])[CH:3]=[C:2]([Cl:1])[C:7]=1[F:8]. (5) Given the reactants [Br:1][C:2]1[CH:7]=[C:6]([F:8])[C:5]([NH2:9])=[C:4]([F:10])[CH:3]=1.[CH:11]([NH:14][C:15](=O)[CH3:16])([CH3:13])[CH3:12].P(Cl)(Cl)(Cl)=O, predict the reaction product. The product is: [Br:1][C:2]1[CH:7]=[C:6]([F:8])[C:5]([NH:9][C:15](=[N:14][CH:11]([CH3:13])[CH3:12])[CH3:16])=[C:4]([F:10])[CH:3]=1.